This data is from Reaction yield outcomes from USPTO patents with 853,638 reactions. The task is: Predict the reaction yield, written as a fraction of the theoretical maximum amount of product (1.0 means a 100% yield; for example, 0.34 means a 34% yield). (1) The reactants are [CH:1]([C:4]1[N:5]=[C:6]([C:9]2[CH:18]=[C:17]([O:19][CH:20]3[CH2:37][CH:36]4[CH:22]([C:23](=[O:43])[N:24]([CH3:42])[CH2:25][CH2:26][CH2:27][CH2:28][CH:29]=[CH:30][CH:31]5[C:33]([C:39](O)=[O:40])([NH:34][C:35]4=[O:38])[CH2:32]5)[CH2:21]3)[C:16]3[C:11](=[C:12]([CH3:46])[C:13]([O:44][CH3:45])=[CH:14][CH:15]=3)[N:10]=2)[S:7][CH:8]=1)([CH3:3])[CH3:2].C(N1C=CN=C1)(N1C=CN=C1)=O.[CH3:59][C:60]1([S:63]([NH2:66])(=[O:65])=[O:64])[CH2:62][CH2:61]1.C1CCN2C(=NCCC2)CC1. The catalyst is C1COCC1. The product is [CH:1]([C:4]1[N:5]=[C:6]([C:9]2[CH:18]=[C:17]([O:19][CH:20]3[CH2:37][CH:36]4[CH:22]([C:23](=[O:43])[N:24]([CH3:42])[CH2:25][CH2:26][CH2:27][CH2:28][CH:29]=[CH:30][CH:31]5[C:33]([C:39]([NH:66][S:63]([C:60]6([CH3:59])[CH2:62][CH2:61]6)(=[O:65])=[O:64])=[O:40])([NH:34][C:35]4=[O:38])[CH2:32]5)[CH2:21]3)[C:16]3[C:11](=[C:12]([CH3:46])[C:13]([O:44][CH3:45])=[CH:14][CH:15]=3)[N:10]=2)[S:7][CH:8]=1)([CH3:3])[CH3:2]. The yield is 0.580. (2) The reactants are [Cl:1][C:2]1[CH:3]=[C:4]([C:8]2[C:13]([O:14][CH3:15])=[CH:12][CH:11]=[C:10]([CH2:16][C:17]3[CH:22]=[CH:21][C:20]([NH2:23])=[CH:19][CH:18]=3)[C:9]=2[F:24])[CH:5]=[CH:6][CH:7]=1.Br[C:26]1[S:27][CH:28]=[CH:29][N:30]=1.Cl.C(=O)([O-])[O-].[K+].[K+]. The catalyst is O.C(O)C. The product is [Cl:1][C:2]1[CH:3]=[C:4]([C:8]2[C:13]([O:14][CH3:15])=[CH:12][CH:11]=[C:10]([CH2:16][C:17]3[CH:18]=[CH:19][C:20]([NH:23][C:26]4[S:27][CH:28]=[CH:29][N:30]=4)=[CH:21][CH:22]=3)[C:9]=2[F:24])[CH:5]=[CH:6][CH:7]=1. The yield is 0.450. (3) The reactants are [Cl-].O[NH3+:3].[C:4](=[O:7])([O-])[OH:5].[Na+].CS(C)=O.[CH2:13]([C:17]1[N:18]([CH2:34][C:35]2[CH:40]=[CH:39][C:38]([C:41]3[C:42]([C:47]#[N:48])=[CH:43][CH:44]=[CH:45][CH:46]=3)=[CH:37][CH:36]=2)[C:19](=[O:33])[C:20]([C:24]2[CH:25]=[CH:26][C:27]3[O:31][CH2:30][CH2:29][C:28]=3[CH:32]=2)=[C:21]([CH3:23])[N:22]=1)[CH2:14][CH2:15][CH3:16]. The catalyst is O. The product is [CH2:13]([C:17]1[N:18]([CH2:34][C:35]2[CH:36]=[CH:37][C:38]([C:41]3[CH:46]=[CH:45][CH:44]=[CH:43][C:42]=3[C:47]3[NH:3][C:4](=[O:7])[O:5][N:48]=3)=[CH:39][CH:40]=2)[C:19](=[O:33])[C:20]([C:24]2[CH:25]=[CH:26][C:27]3[O:31][CH2:30][CH2:29][C:28]=3[CH:32]=2)=[C:21]([CH3:23])[N:22]=1)[CH2:14][CH2:15][CH3:16]. The yield is 0.740. (4) The reactants are [CH2:1]([O:8][CH2:9][CH:10]1[CH:17]2[CH2:18][CH:13]3[CH2:14][CH:15]([CH2:19][CH:11]1[CH2:12]3)[CH2:16]2)[CH2:2][CH2:3][CH2:4][CH2:5][CH:6]=[CH2:7].Br[C:21]1[CH:26]=[CH:25][C:24]([N+:27]([O-:29])=[O:28])=[CH:23][CH:22]=1. No catalyst specified. The product is [N+:27]([C:24]1[CH:25]=[CH:26][C:21]([CH2:7][CH2:6][CH2:5][CH2:4][CH2:3][CH2:2][CH2:1][O:8][CH2:9][CH:10]2[CH:17]3[CH2:18][CH:13]4[CH2:14][CH:15]([CH2:19][CH:11]2[CH2:12]4)[CH2:16]3)=[CH:22][CH:23]=1)([O-:29])=[O:28]. The yield is 0.470. (5) The reactants are [F:1][C:2]1[CH:7]=[CH:6][CH:5]=[C:4]([F:8])[C:3]=1[N:9]1[C:14]2[N:15]=[C:16](S(C)=O)[N:17]=[C:18]([C:19]3[CH:20]=[C:21]([CH:32]=[CH:33][C:34]=3[CH3:35])[C:22]([NH:24][C:25]3[CH:30]=[CH:29][C:28]([F:31])=[CH:27][CH:26]=3)=[O:23])[C:13]=2[CH2:12][NH:11][C:10]1=[O:39].[CH2:40]([N:42]([CH2:47][CH3:48])[CH2:43][CH2:44][CH2:45][NH2:46])[CH3:41]. The catalyst is C1COCC1. The product is [CH2:40]([N:42]([CH2:47][CH3:48])[CH2:43][CH2:44][CH2:45][NH:46][C:16]1[N:17]=[C:18]([C:19]2[CH:20]=[C:21]([CH:32]=[CH:33][C:34]=2[CH3:35])[C:22]([NH:24][C:25]2[CH:30]=[CH:29][C:28]([F:31])=[CH:27][CH:26]=2)=[O:23])[C:13]2[CH2:12][NH:11][C:10](=[O:39])[N:9]([C:3]3[C:2]([F:1])=[CH:7][CH:6]=[CH:5][C:4]=3[F:8])[C:14]=2[N:15]=1)[CH3:41]. The yield is 0.620. (6) The reactants are [CH2:1]([NH:8][CH2:9][C:10]([O:12][CH2:13][CH3:14])=[O:11])[C:2]1[CH:7]=[CH:6][CH:5]=[CH:4][CH:3]=1.[C:15]([O:19][CH2:20][CH3:21])(=[O:18])[CH:16]=[CH2:17]. The catalyst is C(Cl)Cl. The product is [CH2:20]([O:19][C:15](=[O:18])[CH2:16][CH2:17][N:8]([CH2:1][C:2]1[CH:7]=[CH:6][CH:5]=[CH:4][CH:3]=1)[CH2:9][C:10]([O:12][CH2:13][CH3:14])=[O:11])[CH3:21]. The yield is 0.760. (7) The reactants are C(O)(C(F)(F)F)=[O:2].[Cl:8][C:9]1[CH:39]=[CH:38][C:12]([NH:13][C:14]2[C:23]3[C:18](=[CH:19][C:20]([O:26][CH2:27][CH2:28][N:29](C)[C:30](OC(C)(C)C)=O)=[C:21]([O:24][CH3:25])[CH:22]=3)[N:17]=[CH:16][N:15]=2)=[C:11]([F:40])[CH:10]=1.C1(C)C=CC=CC=1. The catalyst is C(Cl)Cl. The product is [OH2:2].[ClH:8].[Cl:8][C:9]1[CH:39]=[CH:38][C:12]([NH:13][C:14]2[C:23]3[C:18](=[CH:19][C:20]([O:26][CH2:27][CH2:28][NH:29][CH3:30])=[C:21]([O:24][CH3:25])[CH:22]=3)[N:17]=[CH:16][N:15]=2)=[C:11]([F:40])[CH:10]=1. The yield is 0.790.